This data is from Forward reaction prediction with 1.9M reactions from USPTO patents (1976-2016). The task is: Predict the product of the given reaction. (1) Given the reactants [NH:1]1[CH2:6][CH2:5][O:4][CH2:3][CH2:2]1.[CH3:7][O:8][C:9]1[C:16]([O:17][CH3:18])=[CH:15][CH:14]=[CH:13][C:10]=1[CH:11]=O.C([Cl:22])(=O)C, predict the reaction product. The product is: [Cl-:22].[CH3:7][O:8][C:9]1[C:16]([O:17][CH3:18])=[CH:15][CH:14]=[CH:13][C:10]=1[CH:11]=[N+:1]1[CH2:6][CH2:5][O:4][CH2:3][CH2:2]1. (2) Given the reactants CC([Si](C)(C)[O:6][C@@H:7]1[CH2:11][N:10]([C:12]([O:14][C:15]([CH3:18])([CH3:17])[CH3:16])=[O:13])[C@@H:9]([CH2:19][O:20][C:21]2[CH:26]=[CH:25][C:24]([F:27])=[CH:23][CH:22]=2)[CH2:8]1)(C)C.CCCC[N+](CCCC)(CCCC)CCCC.[F-], predict the reaction product. The product is: [F:27][C:24]1[CH:23]=[CH:22][C:21]([O:20][CH2:19][C@H:9]2[CH2:8][C@H:7]([OH:6])[CH2:11][N:10]2[C:12]([O:14][C:15]([CH3:18])([CH3:17])[CH3:16])=[O:13])=[CH:26][CH:25]=1. (3) Given the reactants [NH2:1][C:2]1[C:11]2[C:6](=[CH:7][CH:8]=[CH:9][C:10]=2[O:12][CH2:13][C@H:14]([NH2:16])[CH3:15])[N:5]=[C:4]([CH3:17])[C:3]=1[C:18]([O:20][CH2:21][CH3:22])=[O:19].[OH:23][C:24]1[CH:25]=[C:26]([CH:30]=[CH:31][CH:32]=1)[C:27](O)=[O:28], predict the reaction product. The product is: [NH2:1][C:2]1[C:11]2[C:6](=[CH:7][CH:8]=[CH:9][C:10]=2[O:12][CH2:13][C@H:14]([NH:16][C:27](=[O:28])[C:26]2[CH:30]=[CH:31][CH:32]=[C:24]([OH:23])[CH:25]=2)[CH3:15])[N:5]=[C:4]([CH3:17])[C:3]=1[C:18]([O:20][CH2:21][CH3:22])=[O:19]. (4) Given the reactants [H-].[Na+].[Cl:3][C:4]1[CH:5]=[CH:6][C:7]([CH:14]=O)=[C:8]([CH:13]=1)[C:9]([O:11]C)=O.[N+:16]([CH2:18][C:19]([O:21][CH2:22][CH3:23])=[O:20])#[C-].C(O)(=O)C, predict the reaction product. The product is: [Cl:3][C:4]1[CH:13]=[C:8]2[C:7]([CH:14]=[C:18]([C:19]([O:21][CH2:22][CH3:23])=[O:20])[NH:16][C:9]2=[O:11])=[CH:6][CH:5]=1. (5) Given the reactants [Br:1][C:2]1[CH:7]=[CH:6][C:5]([C:8](=O)[CH2:9][C:10]2[CH:15]=[CH:14][N:13]=[CH:12][CH:11]=2)=[CH:4][CH:3]=1.Cl.[CH:18](=[NH:20])[NH2:19].[Na].[CH3:22]C[O-].[Na+], predict the reaction product. The product is: [Br:1][C:2]1[CH:7]=[CH:6][C:5]([C:8]2[C:9]([C:10]3[CH:15]=[CH:14][N:13]=[CH:12][CH:11]=3)=[CH:22][N:19]=[CH:18][N:20]=2)=[CH:4][CH:3]=1. (6) Given the reactants [CH3:1][O:2][C:3]([C:5]1[CH:31]=[CH:30][C:8]2[N:9]=[C:10]([NH:12][CH:13]3[CH2:18][CH2:17][N:16](CC4C=CC(O)=C(OCC)C=4)[CH2:15][CH2:14]3)[O:11][C:7]=2[CH:6]=1)=[O:4].[CH2:32]([O:36][C:37]1[CH:38]=[C:39]([CH:42]=[CH:43][C:44]=1[O:45][CH3:46])[CH:40]=O)[CH:33]([CH3:35])[CH3:34].C([BH3-])#N.[Na+].C(N(C(C)C)C(C)C)C, predict the reaction product. The product is: [CH3:1][O:2][C:3]([C:5]1[CH:31]=[CH:30][C:8]2[N:9]=[C:10]([NH:12][CH:13]3[CH2:18][CH2:17][N:16]([CH2:40][C:39]4[CH:42]=[CH:43][C:44]([O:45][CH3:46])=[C:37]([O:36][CH2:32][CH:33]([CH3:35])[CH3:34])[CH:38]=4)[CH2:15][CH2:14]3)[O:11][C:7]=2[CH:6]=1)=[O:4]. (7) The product is: [Br-:20].[Br-:19].[CH3:35][N+:25]([CH3:34])([CH2:26][CH2:27][CH2:28][C:29]([O:31][CH2:32][CH3:33])=[O:30])[CH2:24][CH2:23][CH2:22][CH2:21][S:18][C:4]1[CH:3]=[C:2]([CH3:1])[C:11]2[C:6](=[CH:7][CH:8]=[CH:9][CH:10]=2)[N+:5]=1[C:12]1[CH:17]=[CH:16][CH:15]=[CH:14][CH:13]=1. Given the reactants [CH3:1][C:2]1[C:11]2[C:6](=[CH:7][CH:8]=[CH:9][CH:10]=2)[N:5]([C:12]2[CH:17]=[CH:16][CH:15]=[CH:14][CH:13]=2)[C:4](=[S:18])[CH:3]=1.[Br-:19].[Br:20][CH2:21][CH2:22][CH2:23][CH2:24][N+:25]([CH3:35])([CH3:34])[CH2:26][CH2:27][CH2:28][C:29]([O:31][CH2:32][CH3:33])=[O:30], predict the reaction product. (8) The product is: [CH2:2]([S:9][C:10]1[NH:14][N:13]=[N:12][CH:11]=1)[CH2:3][CH2:4][CH:5]=[CH2:6]. Given the reactants Br[CH2:2][CH2:3][CH2:4][CH:5]=[CH2:6].[Na+].[I-].[SH:9][C:10]1[NH:14][N:13]=[N:12][CH:11]=1, predict the reaction product. (9) Given the reactants [CH3:1][O:2][C:3](=[O:14])[C:4]1[CH:9]=[C:8](I)[C:7]([CH2:11][F:12])=[CH:6][C:5]=1[NH2:13].[CH:15]([N:18]1[C:22]([Sn](CCCC)(CCCC)CCCC)=[CH:21][CH:20]=[N:19]1)([CH3:17])[CH3:16], predict the reaction product. The product is: [CH3:1][O:2][C:3](=[O:14])[C:4]1[CH:9]=[C:8]([C:22]2[N:18]([CH:15]([CH3:17])[CH3:16])[N:19]=[CH:20][CH:21]=2)[C:7]([CH2:11][F:12])=[CH:6][C:5]=1[NH2:13].